This data is from Forward reaction prediction with 1.9M reactions from USPTO patents (1976-2016). The task is: Predict the product of the given reaction. (1) Given the reactants [F:1][CH:2]([F:17])[O:3][C:4]1[N:8]([CH:9]([CH3:11])[CH3:10])[N:7]=[C:6]([C:12]([F:15])([F:14])[F:13])[C:5]=1[CH3:16].[Br:18]N1C(=O)CCC1=O.N(C(C)(C)C#N)=NC(C)(C)C#N.O, predict the reaction product. The product is: [Br:18][CH2:16][C:5]1[C:6]([C:12]([F:15])([F:14])[F:13])=[N:7][N:8]([CH:9]([CH3:10])[CH3:11])[C:4]=1[O:3][CH:2]([F:1])[F:17]. (2) Given the reactants [F:1][C:2]1[CH:3]=[CH:4][C:5](B(O)O)=[C:6]2[C:10]=1[C@H:9]([O:11][C:12]1[CH:25]=[CH:24][C:15]3[C@H:16]([CH2:19][C:20]([O:22][CH3:23])=[O:21])[CH2:17][O:18][C:14]=3[CH:13]=1)[CH2:8][CH2:7]2.[CH2:29]([O:36][C:37]1[CH:42]=[CH:41][C:40]([OH:43])=[CH:39][C:38]=1[F:44])[C:30]1[CH:35]=[CH:34][CH:33]=[CH:32][CH:31]=1, predict the reaction product. The product is: [CH3:23][O:22][C:20](=[O:21])[CH2:19][C@H:16]1[C:15]2[CH:24]=[CH:25][C:12]([O:11][C@H:9]3[C:10]4[C:6](=[C:5]([O:43][C:40]5[CH:41]=[CH:42][C:37]([O:36][CH2:29][C:30]6[CH:35]=[CH:34][CH:33]=[CH:32][CH:31]=6)=[C:38]([F:44])[CH:39]=5)[CH:4]=[CH:3][C:2]=4[F:1])[CH2:7][CH2:8]3)=[CH:13][C:14]=2[O:18][CH2:17]1. (3) Given the reactants [CH2:1]([O:8][C:9]1[CH:14]=[CH:13][C:12]([OH:15])=[CH:11][CH:10]=1)[C:2]1[CH:7]=[CH:6][CH:5]=[CH:4][CH:3]=1.[OH-].[Na+].[CH3:18][CH2:19][CH2:20]Br.O, predict the reaction product. The product is: [CH2:18]([O:15][C:12]1[CH:11]=[CH:10][C:9]([O:8][CH2:1][C:2]2[CH:3]=[CH:4][CH:5]=[CH:6][CH:7]=2)=[CH:14][CH:13]=1)[CH2:19][CH3:20]. (4) The product is: [C:27]([O:31][C:32](=[O:54])[N:33]([C:45]1[CH:50]=[CH:49][C:48]([CH:51]([C:12]2[C:13]3[C:14](=[N:15][CH:16]=[C:17]([O:19][CH3:20])[CH:18]=3)[N:10]([S:7]([C:1]3[CH:6]=[CH:5][CH:4]=[CH:3][CH:2]=3)(=[O:9])=[O:8])[CH:11]=2)[OH:52])=[C:47]([F:53])[N:46]=1)[CH2:34][C:35]1[CH:36]=[N:37][C:38]([C:41]([F:43])([F:42])[F:44])=[CH:39][CH:40]=1)([CH3:30])([CH3:28])[CH3:29]. Given the reactants [C:1]1([S:7]([N:10]2[C:14]3=[N:15][CH:16]=[C:17]([O:19][CH3:20])[CH:18]=[C:13]3[C:12](I)=[CH:11]2)(=[O:9])=[O:8])[CH:6]=[CH:5][CH:4]=[CH:3][CH:2]=1.C([Mg]Cl)(C)C.[C:27]([O:31][C:32](=[O:54])[N:33]([C:45]1[CH:50]=[CH:49][C:48]([CH:51]=[O:52])=[C:47]([F:53])[N:46]=1)[CH2:34][C:35]1[CH:36]=[N:37][C:38]([C:41]([F:44])([F:43])[F:42])=[CH:39][CH:40]=1)([CH3:30])([CH3:29])[CH3:28].[Cl-].[NH4+], predict the reaction product. (5) Given the reactants [Cl:1][C:2]1[CH:18]=[CH:17][C:5]2[CH2:6][CH2:7][N:8]([C:11](=[O:16])[C:12]([F:15])([F:14])[F:13])[CH2:9][CH2:10][C:4]=2[C:3]=1OS(C(F)(F)F)(=O)=O.[N:27]1[CH:32]=[CH:31][C:30]([CH:33]([NH2:35])[CH3:34])=[CH:29][CH:28]=1, predict the reaction product. The product is: [Cl:1][C:2]1[CH:18]=[CH:17][C:5]2[CH2:6][CH2:7][N:8]([C:11](=[O:16])[C:12]([F:15])([F:14])[F:13])[CH2:9][CH2:10][C:4]=2[C:3]=1[NH:35][CH:33]([C:30]1[CH:31]=[CH:32][N:27]=[CH:28][CH:29]=1)[CH3:34]. (6) Given the reactants [O:1]1[C:6]2[CH:7]=[CH:8][C:9]([CH2:11][NH:12][C:13]3[CH:14]=[C:15]([CH:18]=[CH:19][C:20]=3[F:21])[C:16]#[N:17])=[CH:10][C:5]=2[O:4][CH2:3][CH2:2]1.CN1CCOCC1.[C:29](Cl)(=[O:34])[CH2:30][CH:31]([CH3:33])[CH3:32], predict the reaction product. The product is: [C:16]([C:15]1[CH:18]=[CH:19][C:20]([F:21])=[C:13]([N:12]([CH2:11][C:9]2[CH:8]=[CH:7][C:6]3[O:1][CH2:2][CH2:3][O:4][C:5]=3[CH:10]=2)[C:29](=[O:34])[CH2:30][CH:31]([CH3:33])[CH3:32])[CH:14]=1)#[N:17]. (7) The product is: [N+:23]([C:4]1[CH:3]=[C:2]([B:26]2[O:30][C:29]([CH3:32])([CH3:31])[C:28]([CH3:34])([CH3:33])[O:27]2)[CH:7]=[CH:6][C:5]=1[C:8]1[N:12]([C@H:13]2[CH2:17][CH2:16][O:15][CH2:14]2)[N:11]=[CH:10][C:9]=1[C:18]([O:20][CH2:21][CH3:22])=[O:19])([O-:25])=[O:24]. Given the reactants Br[C:2]1[CH:7]=[CH:6][C:5]([C:8]2[N:12]([C@H:13]3[CH2:17][CH2:16][O:15][CH2:14]3)[N:11]=[CH:10][C:9]=2[C:18]([O:20][CH2:21][CH3:22])=[O:19])=[C:4]([N+:23]([O-:25])=[O:24])[CH:3]=1.[B:26]1([B:26]2[O:30][C:29]([CH3:32])([CH3:31])[C:28]([CH3:34])([CH3:33])[O:27]2)[O:30][C:29]([CH3:32])([CH3:31])[C:28]([CH3:34])([CH3:33])[O:27]1.C([O-])(=O)C.[K+], predict the reaction product. (8) Given the reactants [C:1](/[C:3](=[C:7](\[C:11]1[CH:16]=[CH:15][C:14]([O:17][CH2:18][O:19][CH3:20])=[CH:13][CH:12]=1)/[CH:8]([CH3:10])[CH3:9])/[C:4]([OH:6])=O)#[N:2].CCN=C=NCCCN(C)C.C1C=CC2N(O)N=NC=2C=1.[CH2:42]([NH2:51])[CH2:43][CH2:44][CH2:45][CH2:46][CH2:47][CH2:48][CH2:49][CH3:50], predict the reaction product. The product is: [C:1](/[C:3](=[C:7](\[C:11]1[CH:16]=[CH:15][C:14]([O:17][CH2:18][O:19][CH3:20])=[CH:13][CH:12]=1)/[CH:8]([CH3:10])[CH3:9])/[C:4]([NH:51][CH2:42][CH2:43][CH2:44][CH2:45][CH2:46][CH2:47][CH2:48][CH2:49][CH3:50])=[O:6])#[N:2].